Dataset: Catalyst prediction with 721,799 reactions and 888 catalyst types from USPTO. Task: Predict which catalyst facilitates the given reaction. (1) Reactant: N1C=CC=C(CC2C(O)C3CCN2CC3)C=1.C1(O)C=CC=CC=1.C1(P(C2C=CC=CC=2)C2C=CC=CC=2)C=CC=CC=1.[O:43]([CH:50]1[CH:55]2[CH2:56][CH2:57][N:52]([CH2:53][CH2:54]2)[CH:51]1[CH2:58][C:59]1[CH:60]=[N:61][CH:62]=[CH:63][CH:64]=1)[C:44]1C=CC=CC=1.N1C=CC=C(C=C2C(O)C3CCN2CC3)C=1.[H-].[Na+].CI. Product: [CH3:44][O:43][CH:50]1[CH:55]2[CH2:56][CH2:57][N:52]([CH2:53][CH2:54]2)[C:51]1=[CH:58][C:59]1[CH:60]=[N:61][CH:62]=[CH:63][CH:64]=1. The catalyst class is: 28. (2) Reactant: [CH3:1][O:2][C:3](=[O:23])[CH2:4][C:5]1[C:14]([CH3:15])=[C:13]([CH:16]2[CH2:21][CH2:20][NH:19][CH2:18][CH2:17]2)[C:12]2[C:7](=[CH:8][CH:9]=[C:10]([F:22])[CH:11]=2)[CH:6]=1.[Cl:24][C:25]1[CH:30]=[CH:29][CH:28]=[CH:27][C:26]=1[N:31]=[C:32]=[O:33].C(N(CC)C(C)C)(C)C. Product: [CH3:1][O:2][C:3](=[O:23])[CH2:4][C:5]1[C:14]([CH3:15])=[C:13]([CH:16]2[CH2:17][CH2:18][N:19]([C:32](=[O:33])[NH:31][C:26]3[CH:27]=[CH:28][CH:29]=[CH:30][C:25]=3[Cl:24])[CH2:20][CH2:21]2)[C:12]2[C:7](=[CH:8][CH:9]=[C:10]([F:22])[CH:11]=2)[CH:6]=1. The catalyst class is: 24. (3) The catalyst class is: 887. Product: [CH2:30]([S:34][C:2]1[CH:3]=[C:4]([CH:25]=[CH:26][N:27]=1)[C:5]([NH:7][C:8]1[S:9][C:10]2[C:16]([N:17]3[CH2:22][CH2:21][O:20][CH2:19][CH2:18]3)=[CH:15][CH:14]=[C:13]([O:23][CH3:24])[C:11]=2[N:12]=1)=[O:6])[CH2:31][CH2:32][CH3:33]. Reactant: Br[C:2]1[CH:3]=[C:4]([CH:25]=[CH:26][N:27]=1)[C:5]([NH:7][C:8]1[S:9][C:10]2[C:16]([N:17]3[CH2:22][CH2:21][O:20][CH2:19][CH2:18]3)=[CH:15][CH:14]=[C:13]([O:23][CH3:24])[C:11]=2[N:12]=1)=[O:6].[H-].[Na+].[CH2:30]([SH:34])[CH2:31][CH2:32][CH3:33]. (4) Reactant: [Cl:1][C:2]1[C:7]([O:8][CH3:9])=[CH:6][C:5]([O:10][CH3:11])=[C:4]([Cl:12])[C:3]=1[C:13]1[CH:33]=[N:32][C:16]2[N:17]=[C:18]([NH:21][C:22]3[C:27]([N+:28]([O-])=O)=[CH:26][CH:25]=[CH:24][C:23]=3[CH3:31])[N:19]=[CH:20][C:15]=2[CH:14]=1.[Cl-].[NH4+]. Product: [Cl:1][C:2]1[C:7]([O:8][CH3:9])=[CH:6][C:5]([O:10][CH3:11])=[C:4]([Cl:12])[C:3]=1[C:13]1[CH:33]=[N:32][C:16]2[N:17]=[C:18]([NH:21][C:22]3[C:27]([NH2:28])=[CH:26][CH:25]=[CH:24][C:23]=3[CH3:31])[N:19]=[CH:20][C:15]=2[CH:14]=1. The catalyst class is: 190. (5) The catalyst class is: 1. Product: [F:27][C:2]([F:26])([F:1])[C:3]1[CH:8]=[CH:7][C:6]([C:9]2[N:14]=[CH:13][N:12]=[C:11]([O:15][C:16]3[C:21]4[N:22]=[C:23]([NH:25][C:28](=[O:31])[CH2:29][CH3:30])[S:24][C:20]=4[CH:19]=[CH:18][CH:17]=3)[CH:10]=2)=[CH:5][CH:4]=1. Reactant: [F:1][C:2]([F:27])([F:26])[C:3]1[CH:8]=[CH:7][C:6]([C:9]2[N:14]=[CH:13][N:12]=[C:11]([O:15][C:16]3[C:21]4[N:22]=[C:23]([NH2:25])[S:24][C:20]=4[CH:19]=[CH:18][CH:17]=3)[CH:10]=2)=[CH:5][CH:4]=1.[C:28](Cl)(=[O:31])[CH2:29][CH3:30].C(N=P1(N(CC)CC)N(C)CCCN1C)(C)(C)C.CCN(P1(N(CC2C=CC=CC=2)CCCN1C)=NC(C)(C)C)CC.C=CC1C=CC=CC=1.C=CC1C=CC(C=C)=CC=1. (6) Reactant: [CH3:1][O:2][C:3](=[O:18])[CH2:4][O:5][C:6]1[CH:11]=[C:10]([CH3:12])[C:9]([S:13](Cl)(=[O:15])=[O:14])=[C:8]([CH3:17])[CH:7]=1.[CH3:19][O:20][C:21]1[CH:27]=[CH:26][C:24]([NH2:25])=[C:23]([N+:28]([O-:30])=[O:29])[CH:22]=1.N1C=CC=CC=1. Product: [CH3:1][O:2][C:3](=[O:18])[CH2:4][O:5][C:6]1[CH:11]=[C:10]([CH3:12])[C:9]([S:13]([NH:25][C:24]2[CH:26]=[CH:27][C:21]([O:20][CH3:19])=[CH:22][C:23]=2[N+:28]([O-:30])=[O:29])(=[O:15])=[O:14])=[C:8]([CH3:17])[CH:7]=1. The catalyst class is: 11. (7) Reactant: [CH3:1][C:2]1[CH:3]=[C:4]([CH2:11][S:12]([NH2:15])(=[O:14])=[O:13])[CH:5]=[CH:6][C:7]=1[N+:8]([O-])=O.CCO.CC(O)=O. Product: [NH2:8][C:7]1[CH:6]=[CH:5][C:4]([CH2:11][S:12]([NH2:15])(=[O:13])=[O:14])=[CH:3][C:2]=1[CH3:1]. The catalyst class is: 354. (8) Reactant: [F:1][C:2]1[CH:3]=[C:4]([C@:15]([NH:30][C:31](=[O:40])[NH:32][C:33]2([C:36](OC)=[O:37])[CH2:35][CH2:34]2)([C:23]2[CH:28]=[CH:27][C:26]([F:29])=[CH:25][CH:24]=2)[CH2:16][C:17]2[CH:22]=[CH:21][CH:20]=[CH:19][CH:18]=2)[CH:5]=[C:6]([O:8][C:9]([F:14])([F:13])[CH:10]([F:12])[F:11])[CH:7]=1.[Li+].[BH4-].Cl. Product: [F:1][C:2]1[CH:3]=[C:4]([C@:15]([NH:30][C:31]([NH:32][C:33]2([CH2:36][OH:37])[CH2:35][CH2:34]2)=[O:40])([C:23]2[CH:28]=[CH:27][C:26]([F:29])=[CH:25][CH:24]=2)[CH2:16][C:17]2[CH:18]=[CH:19][CH:20]=[CH:21][CH:22]=2)[CH:5]=[C:6]([O:8][C:9]([F:13])([F:14])[CH:10]([F:11])[F:12])[CH:7]=1. The catalyst class is: 116.